Dataset: Full USPTO retrosynthesis dataset with 1.9M reactions from patents (1976-2016). Task: Predict the reactants needed to synthesize the given product. (1) Given the product [C:31]([O:35][C:36]([N:38]1[CH2:44][CH2:43][CH2:42][N:41]([C:7](=[O:9])[CH2:6][CH:1]2[CH2:2][CH2:3][CH2:4][CH2:5]2)[CH2:40][CH2:39]1)=[O:37])([CH3:34])([CH3:32])[CH3:33], predict the reactants needed to synthesize it. The reactants are: [CH:1]1([CH2:6][C:7]([OH:9])=O)[CH2:5][CH2:4][CH2:3][CH2:2]1.ON1C2C=CC=CC=2N=N1.CN(C)CCCN=C=NCC.[C:31]([O:35][C:36]([N:38]1[CH2:44][CH2:43][CH2:42][NH:41][CH2:40][CH2:39]1)=[O:37])([CH3:34])([CH3:33])[CH3:32].CN(C1C=CC=CN=1)C. (2) Given the product [C:1]([O:5][C:6]([N:8]([C:37]([O:39][C:40]([CH3:41])([CH3:43])[CH3:42])=[O:38])[C:9]1[CH:10]=[N:11][CH:12]=[CH:13][C:14]=1[C@H:15]1[O:20][C@H:19]([CH2:21][CH2:22][C:23]([O:25][CH2:26][CH3:27])=[O:24])[C:18](=[O:28])[C@H:17]([O:29][Si:30]([C:33]([CH3:36])([CH3:35])[CH3:34])([CH3:31])[CH3:32])[CH2:16]1)=[O:7])([CH3:4])([CH3:2])[CH3:3], predict the reactants needed to synthesize it. The reactants are: [C:1]([O:5][C:6]([N:8]([C:37]([O:39][C:40]([CH3:43])([CH3:42])[CH3:41])=[O:38])[C:9]1[CH:10]=[N:11][CH:12]=[CH:13][C:14]=1[C@H:15]1[O:20][C@H:19]([CH2:21][CH2:22][C:23]([O:25][CH2:26][CH3:27])=[O:24])[C@@H:18]([OH:28])[C@H:17]([O:29][Si:30]([C:33]([CH3:36])([CH3:35])[CH3:34])([CH3:32])[CH3:31])[CH2:16]1)=[O:7])([CH3:4])([CH3:3])[CH3:2].C(=O)(O)[O-].[Na+]. (3) Given the product [F:1][C:2]([F:17])([C:8]1[CH:9]=[N:10][N:11]([CH3:15])[C:12](=[O:14])[CH:13]=1)[C:3]([O:5][CH2:6][CH3:7])=[O:4], predict the reactants needed to synthesize it. The reactants are: [F:1][CH:2]([C:8]1[CH:9]=[N:10][N:11]([CH3:15])[C:12](=[O:14])[CH:13]=1)[C:3]([O:5][CH2:6][CH3:7])=[O:4].[B-](F)(F)(F)[F:17].[B-](F)(F)(F)F.C1[N+]2(CCl)CC[N+](F)(CC2)C1. (4) Given the product [ClH:27].[CH3:3][N:2]([CH2:4][CH:5]1[CH2:17][CH2:16][C:8](=[O:9])[CH:7]=[C:6]1[C:19]1[CH:24]=[CH:23][CH:22]=[C:21]([O:25][CH3:26])[CH:20]=1)[CH3:1], predict the reactants needed to synthesize it. The reactants are: [CH3:1][N:2]([CH2:4][CH:5]1[CH2:17][CH2:16][C:8]2(OCC(C)(C)C[O:9]2)[CH2:7][C:6]1([C:19]1[CH:24]=[CH:23][CH:22]=[C:21]([O:25][CH3:26])[CH:20]=1)O)[CH3:3].[ClH:27].O.[OH-].[Na+]. (5) Given the product [C:4]([O:8][CH2:9][CH2:10][CH2:11][O:12][NH2:13])([CH3:7])([CH3:6])[CH3:5], predict the reactants needed to synthesize it. The reactants are: O.NN.[C:4]([O:8][CH2:9][CH2:10][CH2:11][O:12][N:13]1C(=O)C2C(=CC=CC=2)C1=O)([CH3:7])([CH3:6])[CH3:5].CO.